This data is from Reaction yield outcomes from USPTO patents with 853,638 reactions. The task is: Predict the reaction yield, written as a fraction of the theoretical maximum amount of product (1.0 means a 100% yield; for example, 0.34 means a 34% yield). (1) The reactants are F[B-](F)(F)F.N1(OC(N(C)C)=[N+](C)C)C2C=CC=CC=2N=N1.C(N(CC)CC)C.Cl.C[C:32]1[NH:36][CH:35]=[N:34][C:33]=1[CH2:37][CH2:38][C:39]([OH:41])=O.FC(F)(F)C(O)=O.[NH2:49][CH:50]([CH2:77][C:78]1[CH:83]=[CH:82][C:81]([O:84][CH3:85])=[CH:80][CH:79]=1)[C:51]([N:53]1[CH2:56][C:55]([O:64][CH2:65][CH2:66][CH2:67][CH2:68][O:69][CH2:70][C:71]2[CH:76]=[CH:75][CH:74]=[CH:73][CH:72]=2)([C:57]2[CH:62]=[CH:61][CH:60]=[CH:59][C:58]=2[CH3:63])[CH2:54]1)=[O:52].[OH-].[Na+]. The catalyst is CN(C)C=O. The product is [CH2:70]([O:69][CH2:68][CH2:67][CH2:66][CH2:65][O:64][C:55]1([C:57]2[CH:62]=[CH:61][CH:60]=[CH:59][C:58]=2[CH3:63])[CH2:54][N:53]([C:51](=[O:52])[C@H:50]([NH:49][C:39](=[O:41])[CH2:38][CH2:37][C:33]2[N:34]=[CH:35][NH:36][CH:32]=2)[CH2:77][C:78]2[CH:79]=[CH:80][C:81]([O:84][CH3:85])=[CH:82][CH:83]=2)[CH2:56]1)[C:71]1[CH:76]=[CH:75][CH:74]=[CH:73][CH:72]=1. The yield is 0.840. (2) The reactants are Cl.Cl.[CH3:3][C:4]1([CH3:25])[CH2:8][C:7]2[CH:9]=[CH:10][CH:11]=[C:12]([CH2:13][N:14]3[CH2:19][CH2:18][C:17]4([CH2:24][CH2:23][NH:22][CH2:21][CH2:20]4)[CH2:16][CH2:15]3)[C:6]=2[O:5]1.[N:26]1[CH:31]=[CH:30][CH:29]=[CH:28][C:27]=1[C:32]1[N:36]=[C:35]([CH2:37][CH2:38][C:39](O)=[O:40])[O:34][N:33]=1. No catalyst specified. The product is [CH3:3][C:4]1([CH3:25])[CH2:8][C:7]2[CH:9]=[CH:10][CH:11]=[C:12]([CH2:13][N:14]3[CH2:19][CH2:18][C:17]4([CH2:24][CH2:23][N:22]([C:39](=[O:40])[CH2:38][CH2:37][C:35]5[O:34][N:33]=[C:32]([C:27]6[CH:28]=[CH:29][CH:30]=[CH:31][N:26]=6)[N:36]=5)[CH2:21][CH2:20]4)[CH2:16][CH2:15]3)[C:6]=2[O:5]1. The yield is 0.310. (3) The reactants are BrC1C(N2CCN(C(NC3C=CC=CC=3)=O)CC2)=C2N=C(C3C=CC(N(C)C)=CC=3)NC2=NC=1.[Br:35][C:36]1[C:37]([N:46]2[CH2:51][CH2:50][N:49]([CH2:52][C:53]3[CH:54]=[N:55][CH:56]=[CH:57][CH:58]=3)[CH2:48][CH2:47]2)=[C:38]([N+:43]([O-])=O)[C:39]([NH2:42])=[N:40][CH:41]=1.[O-]S(S([O-])=O)=O.[Na+].[Na+].[C:67]([O:71][C:72]([N:74]1[CH2:79][CH2:78][N:77]([C:80]2[CH:85]=[CH:84][C:83]([CH:86]=O)=[CH:82][CH:81]=2)[CH2:76][CH2:75]1)=[O:73])([CH3:70])([CH3:69])[CH3:68]. The catalyst is C(O)C.CN(C=O)C. The product is [Br:35][C:36]1[C:37]([N:46]2[CH2:51][CH2:50][N:49]([CH2:52][C:53]3[CH:54]=[N:55][CH:56]=[CH:57][CH:58]=3)[CH2:48][CH2:47]2)=[C:38]2[N:43]=[C:86]([C:83]3[CH:82]=[CH:81][C:80]([N:77]4[CH2:76][CH2:75][N:74]([C:72]([O:71][C:67]([CH3:70])([CH3:69])[CH3:68])=[O:73])[CH2:79][CH2:78]4)=[CH:85][CH:84]=3)[NH:42][C:39]2=[N:40][CH:41]=1. The yield is 0.310. (4) The reactants are Cl[CH2:2][C:3]1[CH:4]=[C:5]([O:12][CH3:13])[C:6]2[O:10][CH2:9][O:8][C:7]=2[CH:11]=1.[C-:14]#[N:15].[Na+].O. The catalyst is CS(C)=O. The product is [CH3:13][O:12][C:5]1[C:6]2[O:10][CH2:9][O:8][C:7]=2[CH:11]=[C:3]([CH2:2][C:14]#[N:15])[CH:4]=1. The yield is 0.450. (5) The reactants are [CH2:1]([CH:3]([CH2:8][CH3:9])[CH2:4][C:5]([OH:7])=O)[CH3:2].S(Cl)(Cl)=O.[CH3:14][C:15]1[CH:20]=[C:19]([N:21]2[CH2:26][CH2:25][O:24][CH2:23][CH2:22]2)[CH:18]=[C:17]([CH3:27])[C:16]=1[NH2:28].C(=O)(O)[O-].[Na+].[Cl-].[Na+].O.O. The catalyst is C(#N)C. The product is [CH3:14][C:15]1[CH:20]=[C:19]([N:21]2[CH2:26][CH2:25][O:24][CH2:23][CH2:22]2)[CH:18]=[C:17]([CH3:27])[C:16]=1[NH:28][C:5](=[O:7])[CH2:4][CH:3]([CH2:1][CH3:2])[CH2:8][CH3:9]. The yield is 0.300.